Dataset: Catalyst prediction with 721,799 reactions and 888 catalyst types from USPTO. Task: Predict which catalyst facilitates the given reaction. (1) Reactant: [CH3:1][O:2][C:3]1[CH:4]=[C:5]([NH:11][C:12]2[C:13]3[N:39]=[CH:38][S:37][C:14]=3[N:15]=[C:16]([N:18]3[CH2:22][CH2:21][CH:20]([NH:23][C:24]([C:26]4[CH:35]=[CH:34][C:29]([C:30]([O:32]C)=[O:31])=[C:28]([OH:36])[CH:27]=4)=[O:25])[CH2:19]3)[N:17]=2)[CH:6]=[CH:7][C:8]=1[O:9][CH3:10].[OH-].[Na+]. Product: [CH3:1][O:2][C:3]1[CH:4]=[C:5]([NH:11][C:12]2[C:13]3[N:39]=[CH:38][S:37][C:14]=3[N:15]=[C:16]([N:18]3[CH2:22][CH2:21][CH:20]([NH:23][C:24]([C:26]4[CH:35]=[CH:34][C:29]([C:30]([OH:32])=[O:31])=[C:28]([OH:36])[CH:27]=4)=[O:25])[CH2:19]3)[N:17]=2)[CH:6]=[CH:7][C:8]=1[O:9][CH3:10]. The catalyst class is: 36. (2) Reactant: C([C:4]1[C:5]([CH2:16][C:17](=[O:19])[CH3:18])([C:11]([O:13]CC)=[O:12])O[C:7](=O)[C:8]=1O)(=O)C.[O-2].[Mg+2]. Product: [OH:19][C:17]1[CH:16]=[C:5]([CH:4]=[C:8]([CH3:7])[CH:18]=1)[C:11]([OH:13])=[O:12]. The catalyst class is: 6. (3) Reactant: O[CH2:2][C@H:3]([CH2:7][C:8]1[CH:13]=[CH:12][C:11]2[O:14][CH2:15][O:16][C:10]=2[CH:9]=1)[C:4]([OH:6])=[O:5].C(N(CC)CC)C.ClC(OCC)=O. Product: [CH2:15]1[O:14][C:11]2[CH:12]=[CH:13][C:8]([CH2:7][C@H:3]3[CH2:2][O:5][C:4]3=[O:6])=[CH:9][C:10]=2[O:16]1. The catalyst class is: 7. (4) Reactant: CC(OI1(OC(C)=O)(OC(C)=O)OC(=O)C2C=CC=CC1=2)=O.[CH2:23]([N:30]([CH2:49][CH2:50][OH:51])[C:31]([CH:33]1[C:36]2[CH:37]=[CH:38][C:39]([O:41][CH2:42][C:43]3[CH:48]=[CH:47][CH:46]=[CH:45][CH:44]=3)=[CH:40][C:35]=2[CH2:34]1)=[O:32])[C:24]1[CH:29]=[CH:28][CH:27]=[CH:26][CH:25]=1.C([O-])(O)=O.[Na+].C(OCC)(=O)C. Product: [CH2:23]([N:30]([CH2:49][CH:50]=[O:51])[C:31]([CH:33]1[C:36]2[CH:37]=[CH:38][C:39]([O:41][CH2:42][C:43]3[CH:44]=[CH:45][CH:46]=[CH:47][CH:48]=3)=[CH:40][C:35]=2[CH2:34]1)=[O:32])[C:24]1[CH:29]=[CH:28][CH:27]=[CH:26][CH:25]=1. The catalyst class is: 426. (5) Reactant: C[O:2][C:3]([C:5]1[N:6]([CH2:11][C:12](=O)[C:13]2[CH:18]=[CH:17][C:16]([C:19]([F:22])([F:21])[F:20])=[CH:15][CH:14]=2)[C:7]([Br:10])=[CH:8][CH:9]=1)=O.C([O-])(=O)C.[NH4+:28].O. Product: [Br:10][C:7]1[N:6]2[CH:11]=[C:12]([C:13]3[CH:18]=[CH:17][C:16]([C:19]([F:22])([F:21])[F:20])=[CH:15][CH:14]=3)[NH:28][C:3](=[O:2])[C:5]2=[CH:9][CH:8]=1. The catalyst class is: 15. (6) Product: [F:12][C:10]1[CH:9]=[C:8]([F:13])[CH:7]=[C:6]2[C:11]=1[C:2]([N:34]1[C:28]3[C:29](=[N:30][CH:31]=[C:26]([N:23]4[CH2:24][CH2:25][O:20][CH2:21][CH2:22]4)[CH:27]=3)[C:32]3([CH2:39][CH2:38][O:37][CH2:36][CH2:35]3)[CH2:33]1)=[C:3]([CH3:19])[C:4]([N:14]1[CH2:17][CH2:16][C:15]1=[O:18])=[N:5]2. The catalyst class is: 11. Reactant: Cl[C:2]1[C:11]2[C:6](=[CH:7][C:8]([F:13])=[CH:9][C:10]=2[F:12])[N:5]=[C:4]([N:14]2[CH2:17][CH2:16][C:15]2=[O:18])[C:3]=1[CH3:19].[O:20]1[CH2:25][CH2:24][N:23]([C:26]2[CH:27]=[C:28]3[NH:34][CH2:33][C:32]4([CH2:39][CH2:38][O:37][CH2:36][CH2:35]4)[C:29]3=[N:30][CH:31]=2)[CH2:22][CH2:21]1. (7) Reactant: [OH:1][C:2]1[CH:7]=[CH:6][C:5]([SH:8])=[CH:4][CH:3]=1.Cl[C:10]1[CH:15]=[CH:14][CH:13]=[CH:12][N:11]=1.C(=O)([O-])[O-].[K+].[K+].CN(C)C=O. Product: [OH:1][C:2]1[CH:7]=[CH:6][C:5]([S:8][C:10]2[CH:15]=[CH:14][CH:13]=[CH:12][N:11]=2)=[CH:4][CH:3]=1. The catalyst class is: 6. (8) Reactant: F[C:2]1[C:3]([C:20]2[CH:25]=[CH:24][CH:23]=[CH:22][CH:21]=2)=[C:4]([CH3:19])[C:5]([C:17]#[N:18])=[C:6]2[C:10]=1[O:9][C:8]([N:11]1[CH2:16][CH2:15][CH2:14][CH2:13][CH2:12]1)=[N:7]2.C(N(CC)CC)C.[CH3:33][N:34]([CH3:40])[C@H:35]1[CH2:39][CH2:38][NH:37][CH2:36]1. Product: [CH3:33][N:34]([CH3:40])[C@H:35]1[CH2:39][CH2:38][N:37]([C:2]2[C:3]([C:20]3[CH:25]=[CH:24][CH:23]=[CH:22][CH:21]=3)=[C:4]([CH3:19])[C:5]([C:17]#[N:18])=[C:6]3[C:10]=2[O:9][C:8]([N:11]2[CH2:16][CH2:15][CH2:14][CH2:13][CH2:12]2)=[N:7]3)[CH2:36]1. The catalyst class is: 633.